Dataset: Forward reaction prediction with 1.9M reactions from USPTO patents (1976-2016). Task: Predict the product of the given reaction. (1) Given the reactants O/[CH:2]=[C:3]1\[C:4](=O)[C@:5]2([C:18]3[CH:23]=[CH:22][CH:21]=[CH:20][CH:19]=3)[C@@H:10]([CH2:11][CH2:12]\1)[C@H:9]([CH3:13])[C:8]1([O:17][CH2:16][CH2:15][O:14]1)[CH2:7][CH2:6]2.[C:25]([C:28]1[CH:37]=[CH:36][C:31]([C:32]([O:34][CH3:35])=[O:33])=[CH:30][CH:29]=1)(=[NH:27])[NH2:26].N1CCCCC1, predict the reaction product. The product is: [CH3:13][C@@H:9]1[C:8]2([O:17][CH2:16][CH2:15][O:14]2)[CH2:7][CH2:6][C@@:5]2([C:18]3[CH:19]=[CH:20][CH:21]=[CH:22][CH:23]=3)[C@H:10]1[CH2:11][CH2:12][C:3]1[CH:2]=[N:27][C:25]([C:28]3[CH:37]=[CH:36][C:31]([C:32]([O:34][CH3:35])=[O:33])=[CH:30][CH:29]=3)=[N:26][C:4]=12. (2) Given the reactants [F:1][C:2]([F:34])([F:33])[C:3]1[CH:4]=[C:5]([NH:9][C:10]([N:12]2[CH2:18][CH2:17][CH2:16][CH2:15][C:14]3[CH:19]=[C:20]([O:23][C:24]4[CH:29]=[C:28]([N:30]=[N+]=[N-])[N:27]=[CH:26][N:25]=4)[CH:21]=[CH:22][C:13]2=3)=[O:11])[CH:6]=[CH:7][CH:8]=1, predict the reaction product. The product is: [F:33][C:2]([F:1])([F:34])[C:3]1[CH:4]=[C:5]([NH:9][C:10]([N:12]2[CH2:18][CH2:17][CH2:16][CH2:15][C:14]3[CH:19]=[C:20]([O:23][C:24]4[CH:29]=[C:28]([NH2:30])[N:27]=[CH:26][N:25]=4)[CH:21]=[CH:22][C:13]2=3)=[O:11])[CH:6]=[CH:7][CH:8]=1. (3) Given the reactants [CH3:1][O:2][C:3]1[C:12]([NH:13][C:14](=[O:22])OC2C=CC=CC=2)=[N:11][C:10]2[C:5](=[CH:6][CH:7]=[CH:8][CH:9]=2)[N:4]=1.[Br:23][C:24]1[CH:25]=[C:26]([N:30]2[CH2:35][CH2:34][NH:33][CH2:32][CH2:31]2)[CH:27]=[CH:28][CH:29]=1, predict the reaction product. The product is: [CH3:1][O:2][C:3]1[C:12]([NH:13][C:14]([N:33]2[CH2:32][CH2:31][N:30]([C:26]3[CH:27]=[CH:28][CH:29]=[C:24]([Br:23])[CH:25]=3)[CH2:35][CH2:34]2)=[O:22])=[N:11][C:10]2[C:5](=[CH:6][CH:7]=[CH:8][CH:9]=2)[N:4]=1. (4) Given the reactants [Cl:1][C:2]1[CH:7]=[C:6]([C:8](=O)[CH2:9][C:10](=O)[C:11]([O:13][CH3:14])=[O:12])[CH:5]=[CH:4][N:3]=1.[Cl:17][C:18]1[CH:23]=[CH:22][CH:21]=[CH:20][C:19]=1[NH:24][NH2:25], predict the reaction product. The product is: [Cl:17][C:18]1[CH:23]=[CH:22][CH:21]=[CH:20][C:19]=1[N:24]1[C:10]([C:11]([O:13][CH3:14])=[O:12])=[CH:9][C:8]([C:6]2[CH:5]=[CH:4][N:3]=[C:2]([Cl:1])[CH:7]=2)=[N:25]1. (5) Given the reactants [CH3:1][O:2][C:3]([NH:5][C@@H:6]([CH:21]([CH3:23])[CH3:22])[C:7]([N:9]1[C@H:17]([C:18](O)=[O:19])[CH2:16][C:11]2([O:15][CH2:14][CH2:13][O:12]2)[CH2:10]1)=[O:8])=[O:4].CN(C(ON1N=NC2C=CC=NC1=2)=[N+](C)C)C.F[P-](F)(F)(F)(F)F.Cl.[NH2:49][CH2:50][C:51]([C:53]1[CH:58]=[CH:57][C:56]([Br:59])=[CH:55][CH:54]=1)=[O:52].CCN(C(C)C)C(C)C, predict the reaction product. The product is: [Br:59][C:56]1[CH:55]=[CH:54][C:53]([C:51](=[O:52])[CH2:50][NH:49][C:18]([C@@H:17]2[CH2:16][C:11]3([O:12][CH2:13][CH2:14][O:15]3)[CH2:10][N:9]2[C:7](=[O:8])[C@@H:6]([NH:5][C:3](=[O:4])[O:2][CH3:1])[CH:21]([CH3:22])[CH3:23])=[O:19])=[CH:58][CH:57]=1.